Dataset: Full USPTO retrosynthesis dataset with 1.9M reactions from patents (1976-2016). Task: Predict the reactants needed to synthesize the given product. (1) Given the product [Cl:1][C:2]1[CH:7]=[CH:6][C:5]([C@@H:8]2[O:14][CH2:13][CH2:12][N:11]([C:15]([O:17][C:18]([CH3:21])([CH3:20])[CH3:19])=[O:16])[CH2:10][C@H:9]2[CH2:22][N:23]2[CH2:28][CH2:27][CH2:26][NH:25][C:24]2=[O:30])=[CH:4][C:3]=1[F:31], predict the reactants needed to synthesize it. The reactants are: [Cl:1][C:2]1[CH:7]=[CH:6][C:5]([C@@H:8]2[O:14][CH2:13][CH2:12][N:11]([C:15]([O:17][C:18]([CH3:21])([CH3:20])[CH3:19])=[O:16])[CH2:10][C@H:9]2[CH2:22][NH:23][C:24](=[O:30])[NH:25][CH2:26][CH2:27][CH2:28]Cl)=[CH:4][C:3]=1[F:31].[H-].[Na+]. (2) Given the product [I:16][C:7]1[C:2]([CH3:1])=[CH:3][C:4]([NH2:8])=[N:5][CH:6]=1, predict the reactants needed to synthesize it. The reactants are: [CH3:1][C:2]1[CH:7]=[CH:6][N:5]=[C:4]([NH2:8])[CH:3]=1.C1C(=O)N([I:16])C(=O)C1. (3) Given the product [CH3:1][O:2][C:3]1[CH:4]=[C:5]([N:26]([S:37]([CH3:36])(=[O:39])=[O:38])[S:37]([CH3:36])(=[O:39])=[O:38])[CH:6]=[CH:7][C:8]=1[C:9]1[O:10][C:11]([C:14]2[C:15]([C:20]3[CH:21]=[CH:22][CH:23]=[CH:24][CH:25]=3)=[N:16][O:17][C:18]=2[CH3:19])=[N:12][N:13]=1, predict the reactants needed to synthesize it. The reactants are: [CH3:1][O:2][C:3]1[CH:4]=[C:5]([NH2:26])[CH:6]=[CH:7][C:8]=1[C:9]1[O:10][C:11]([C:14]2[C:15]([C:20]3[CH:25]=[CH:24][CH:23]=[CH:22][CH:21]=3)=[N:16][O:17][C:18]=2[CH3:19])=[N:12][N:13]=1.C(N(CC)C(C)C)(C)C.[CH3:36][S:37](Cl)(=[O:39])=[O:38]. (4) Given the product [I:14][CH2:2][CH2:3][CH2:4][CH2:5][C:6]1[CH:11]=[CH:10][C:9]([O:12][CH3:13])=[CH:8][CH:7]=1, predict the reactants needed to synthesize it. The reactants are: Br[CH2:2][CH2:3][CH2:4][CH2:5][C:6]1[CH:11]=[CH:10][C:9]([O:12][CH3:13])=[CH:8][CH:7]=1.[I-:14].[Na+]. (5) Given the product [NH:3]1[C:2]([C:11]#[C:10][CH2:9][CH2:8][C:7]([O:13][CH2:14][C:15]2[CH:20]=[CH:19][CH:18]=[CH:17][CH:16]=2)=[O:12])=[CH:6][N:5]=[CH:4]1, predict the reactants needed to synthesize it. The reactants are: I[C:2]1[N:3]=[CH:4][NH:5][CH:6]=1.[C:7]([O:13][CH2:14][C:15]1[CH:20]=[CH:19][CH:18]=[CH:17][CH:16]=1)(=[O:12])[CH2:8][CH2:9][C:10]#[CH:11].C(N(CC)CC)C. (6) Given the product [F:15][C:14]([F:17])([F:16])[C:13]([C:10]1[CH:11]=[CH:12][C:7]([CH:22]=[CH2:23])=[CH:8][CH:9]=1)([CH3:19])[CH3:18], predict the reactants needed to synthesize it. The reactants are: FC(F)(F)S(O[C:7]1[CH:12]=[CH:11][C:10]([C:13]([CH3:19])([CH3:18])[C:14]([F:17])([F:16])[F:15])=[CH:9][CH:8]=1)(=O)=O.[CH:22]([Sn](CCCC)(CCCC)CCCC)=[CH2:23].[Li+].[Cl-]. (7) Given the product [Cl:28][C:13]1[NH:12][C:11]2[C:10](=[O:16])[N:9]([CH2:17][O:18][C:19](=[O:24])[C:20]([CH3:21])([CH3:23])[CH3:22])[C:8](=[O:25])[N:7]([CH2:6][O:5][C:3](=[O:4])[C:2]([CH3:27])([CH3:26])[CH3:1])[C:15]=2[N:14]=1, predict the reactants needed to synthesize it. The reactants are: [CH3:1][C:2]([CH3:27])([CH3:26])[C:3]([O:5][CH2:6][N:7]1[C:15]2[N:14]=[CH:13][NH:12][C:11]=2[C:10](=[O:16])[N:9]([CH2:17][O:18][C:19](=[O:24])[C:20]([CH3:23])([CH3:22])[CH3:21])[C:8]1=[O:25])=[O:4].[Cl:28]N1C(=O)CCC1=O.